This data is from Merck oncology drug combination screen with 23,052 pairs across 39 cell lines. The task is: Regression. Given two drug SMILES strings and cell line genomic features, predict the synergy score measuring deviation from expected non-interaction effect. (1) Drug 1: N#Cc1ccc(Cn2cncc2CN2CCN(c3cccc(Cl)c3)C(=O)C2)cc1. Drug 2: COC1=C2CC(C)CC(OC)C(O)C(C)C=C(C)C(OC(N)=O)C(OC)C=CC=C(C)C(=O)NC(=CC1=O)C2=O. Cell line: ZR751. Synergy scores: synergy=-2.29. (2) Drug 1: CCC1(O)CC2CN(CCc3c([nH]c4ccccc34)C(C(=O)OC)(c3cc4c(cc3OC)N(C)C3C(O)(C(=O)OC)C(OC(C)=O)C5(CC)C=CCN6CCC43C65)C2)C1. Drug 2: CC(C)CC(NC(=O)C(Cc1ccccc1)NC(=O)c1cnccn1)B(O)O. Cell line: LNCAP. Synergy scores: synergy=-199. (3) Drug 1: N#Cc1ccc(Cn2cncc2CN2CCN(c3cccc(Cl)c3)C(=O)C2)cc1. Drug 2: Cc1nc(Nc2ncc(C(=O)Nc3c(C)cccc3Cl)s2)cc(N2CCN(CCO)CC2)n1. Cell line: EFM192B. Synergy scores: synergy=46.2.